Predict the product of the given reaction. From a dataset of Forward reaction prediction with 1.9M reactions from USPTO patents (1976-2016). Given the reactants Cl.C([N:5]1[C:9]2=[CH:10][N:11]=[C:12]([C:14]3[CH:15]=[C:16]([CH:23]=[CH:24][C:25]=3[CH3:26])[C:17]([NH:19][CH:20]3[CH2:22][CH2:21]3)=[O:18])[CH:13]=[C:8]2[CH:7]=[N:6]1)(=O)C, predict the reaction product. The product is: [CH:20]1([NH:19][C:17](=[O:18])[C:16]2[CH:23]=[CH:24][C:25]([CH3:26])=[C:14]([C:12]3[CH:13]=[C:8]4[CH:7]=[N:6][NH:5][C:9]4=[CH:10][N:11]=3)[CH:15]=2)[CH2:22][CH2:21]1.